This data is from Full USPTO retrosynthesis dataset with 1.9M reactions from patents (1976-2016). The task is: Predict the reactants needed to synthesize the given product. Given the product [C:1]([O:5][C:6]([N:8]([CH2:19][CH:20]1[CH2:25][CH2:24][N:23]([C:26]2[C:36]([Cl:37])=[CH:35][C:29]([C:30]([OH:32])=[O:31])=[CH:28][N:27]=2)[CH2:22][CH:21]1[C:38]1[CH:39]=[CH:40][CH:41]=[CH:42][CH:43]=1)[C@@H:9]([C:11]1[CH:16]=[CH:15][CH:14]=[C:13]([O:17][CH3:18])[CH:12]=1)[CH3:10])=[O:7])([CH3:2])([CH3:3])[CH3:4], predict the reactants needed to synthesize it. The reactants are: [C:1]([O:5][C:6]([N:8]([CH2:19][CH:20]1[CH2:25][CH2:24][N:23]([C:26]2[C:36]([Cl:37])=[CH:35][C:29]([C:30]([O:32]CC)=[O:31])=[CH:28][N:27]=2)[CH2:22][CH:21]1[C:38]1[CH:43]=[CH:42][CH:41]=[CH:40][CH:39]=1)[C@@H:9]([C:11]1[CH:16]=[CH:15][CH:14]=[C:13]([O:17][CH3:18])[CH:12]=1)[CH3:10])=[O:7])([CH3:4])([CH3:3])[CH3:2].C1COCC1.[OH-].[Na+].Cl.